Dataset: Peptide-MHC class II binding affinity with 134,281 pairs from IEDB. Task: Regression. Given a peptide amino acid sequence and an MHC pseudo amino acid sequence, predict their binding affinity value. This is MHC class II binding data. (1) The peptide sequence is TAKLRWFHERGYVKL. The MHC is DRB1_0404 with pseudo-sequence DRB1_0404. The binding affinity (normalized) is 0.524. (2) The peptide sequence is TTEMLSRALKKVPVD. The MHC is DRB1_0701 with pseudo-sequence DRB1_0701. The binding affinity (normalized) is 0.694. (3) The peptide sequence is YDKFLANVSTVMTGK. The MHC is DRB1_1101 with pseudo-sequence DRB1_1101. The binding affinity (normalized) is 0.611.